Dataset: Reaction yield outcomes from USPTO patents with 853,638 reactions. Task: Predict the reaction yield, written as a fraction of the theoretical maximum amount of product (1.0 means a 100% yield; for example, 0.34 means a 34% yield). (1) The reactants are [F:1][C:2]1[CH:3]=[C:4]2[C:8](=[CH:9][CH:10]=1)[NH:7][CH:6]=[C:5]2[CH:11]=[O:12].[CH2:13](OC(C1NC2C(C=1)=CC=CC=2)=O)[CH3:14]. No catalyst specified. The product is [CH2:13]([N:7]1[C:8]2[C:4](=[CH:3][C:2]([F:1])=[CH:10][CH:9]=2)[C:5]([CH:11]=[O:12])=[CH:6]1)[CH3:14]. The yield is 0.570. (2) The reactants are Cl.[CH:2]([C:5]1[CH:13]=[CH:12][CH:11]=[C:10]2[C:6]=1[CH2:7][N:8]([CH2:17][C:18]1[C:23]([CH3:24])=[CH:22][C:21]([CH3:25])=[CH:20][C:19]=1[CH3:26])[CH:9]2[C:14](O)=[O:15])([CH3:4])[CH3:3].C(=O)([O-])[O-].[Na+].[Na+].CN(C(ON1N=NC2C=CC=NC1=2)=[N+](C)C)C.F[P-](F)(F)(F)(F)F.[CH3:57][O:58][C:59]1[C:64]([S:65]([NH2:68])(=[O:67])=[O:66])=[CH:63][CH:62]=[CH:61][N:60]=1. The catalyst is CN(C)C=O. The product is [CH:2]([C:5]1[CH:13]=[CH:12][CH:11]=[C:10]2[C:6]=1[CH2:7][N:8]([CH2:17][C:18]1[C:23]([CH3:24])=[CH:22][C:21]([CH3:25])=[CH:20][C:19]=1[CH3:26])[CH:9]2[C:14]([NH:68][S:65]([C:64]1[C:59]([O:58][CH3:57])=[N:60][CH:61]=[CH:62][CH:63]=1)(=[O:67])=[O:66])=[O:15])([CH3:4])[CH3:3]. The yield is 0.420. (3) The reactants are [C:1]([O:5][C:6](=[O:30])[C@@H:7]([NH:12][C:13](=[O:29])[C:14]1[CH:19]=[CH:18][C:17]([NH:20][CH:21]([CH2:24][CH3:25])[CH2:22][CH3:23])=[C:16]([N+:26]([O-])=O)[CH:15]=1)[CH2:8][CH:9]([CH3:11])[CH3:10])([CH3:4])([CH3:3])[CH3:2]. The catalyst is C(O)C.[Pd]. The product is [C:1]([O:5][C:6](=[O:30])[C@@H:7]([NH:12][C:13](=[O:29])[C:14]1[CH:19]=[CH:18][C:17]([NH:20][CH:21]([CH2:24][CH3:25])[CH2:22][CH3:23])=[C:16]([NH2:26])[CH:15]=1)[CH2:8][CH:9]([CH3:10])[CH3:11])([CH3:2])([CH3:3])[CH3:4]. The yield is 0.610. (4) The reactants are [C:1](OC1C(F)=C(F)C(F)=C(F)C=1F)(=[O:4])[CH:2]=[CH2:3].[CH3:17][O:18][C:19]1[CH:24]=[C:23]([N:25]2[CH2:30][CH2:29][N:28]([CH3:31])[CH2:27][CH2:26]2)[C:22]([NH2:32])=[CH:21][C:20]=1[NH:33][C:34]1[N:39]=[C:38]([C:40]2[CH:41]=[N:42][N:43]3[CH:48]=[CH:47][CH:46]=[CH:45][C:44]=23)[CH:37]=[CH:36][N:35]=1. The catalyst is CN(C=O)C.C(Cl)Cl. The product is [CH3:17][O:18][C:19]1[C:20]([NH:33][C:34]2[N:39]=[C:38]([C:40]3[CH:41]=[N:42][N:43]4[CH:48]=[CH:47][CH:46]=[CH:45][C:44]=34)[CH:37]=[CH:36][N:35]=2)=[CH:21][C:22]([NH:32][C:1](=[O:4])[CH:2]=[CH2:3])=[C:23]([N:25]2[CH2:30][CH2:29][N:28]([CH3:31])[CH2:27][CH2:26]2)[CH:24]=1. The yield is 0.280. (5) The reactants are Br[C:2]1[CH:3]=[CH:4][C:5]([CH:8]=[O:9])=[N:6][CH:7]=1.[Si:10]([C:14]#[CH:15])([CH3:13])([CH3:12])[CH3:11].C(N(CC)CC)C.C(OCC)(=O)C. The catalyst is C1COCC1.[Cu](I)I.Cl[Pd](Cl)([P](C1C=CC=CC=1)(C1C=CC=CC=1)C1C=CC=CC=1)[P](C1C=CC=CC=1)(C1C=CC=CC=1)C1C=CC=CC=1.C1(P(C2C=CC=CC=2)C2C=CC=CC=2)C=CC=CC=1. The product is [CH3:11][Si:10]([C:14]#[C:15][C:2]1[CH:3]=[CH:4][C:5]([CH:8]=[O:9])=[N:6][CH:7]=1)([CH3:13])[CH3:12]. The yield is 0.950. (6) The yield is 0.390. The product is [C:1]([S:5]([C:8]1[CH:9]=[C:10]2[C:15](=[CH:16][C:17]=1[O:18][CH2:19][CH2:20][S:40]([CH3:33])(=[O:42])=[O:39])[N:14]=[CH:13][N:12]=[C:11]2[NH:23][C:24]1[CH:25]=[CH:26][C:27]2[S:31][CH:30]=[N:29][C:28]=2[CH:32]=1)(=[O:6])=[O:44])([CH3:3])([CH3:4])[CH3:2]. The reactants are [C:1]([S:5]([C:8]1[CH:9]=[C:10]2[C:15](=[CH:16][C:17]=1[O:18][CH2:19][CH2:20]SC)[N:14]=[CH:13][N:12]=[C:11]2[NH:23][C:24]1[CH:25]=[CH:26][C:27]2[S:31][CH:30]=[N:29][C:28]=2[CH:32]=1)(=O)=[O:6])([CH3:4])([CH3:3])[CH3:2].[CH2:33]1COCC1.O[O:39][S:40]([O-:42])=O.[K+].[OH2:44]. No catalyst specified. (7) The reactants are Cl[C:2]1[CH:7]=[C:6]([C:8]2C=CC(F)=CC=2)C=C[N:3]=1.N[C:16]1[N:20]([CH3:21])[C:19]2[CH:22]=[CH:23][CH:24]=[CH:25][C:18]=2[N:17]=1.C[C:27]1(C)[C:53]2[C:48](=[C:49](P(C3C=CC=CC=3)C3C=CC=CC=3)[CH:50]=[CH:51][CH:52]=2)[O:47][C:29]2[C:30](P(C3C=CC=CC=3)C3C=CC=CC=3)=CC=CC1=2.C([O-])([O-])=[O:69].[Cs+].[Cs+].[OH2:74]. The catalyst is O1CCOCC1.C1C=CC(/C=C/C(/C=C/C2C=CC=CC=2)=O)=CC=1.C1C=CC(/C=C/C(/C=C/C2C=CC=CC=2)=O)=CC=1.C1C=CC(/C=C/C(/C=C/C2C=CC=CC=2)=O)=CC=1.[Pd].[Pd]. The product is [O:74]1[C:25]2[CH:24]=[CH:23][CH:22]=[CH:19][C:18]=2[N:17]=[C:16]1[N:20]([C:21]1[CH:8]=[CH:6][CH:7]=[CH:2][N:3]=1)[CH2:27][CH2:53][CH2:52][CH2:51][CH2:50][CH2:49][C:48]([O:47][CH2:29][CH3:30])=[O:69]. The yield is 0.670. (8) The reactants are [CH3:1][C:2]1[C:6]([C:7]#[N:8])=[CH:5][NH:4][N:3]=1.CCN(C(C)C)C(C)C.[CH3:18][C:19]([O:22][C:23](O[C:23]([O:22][C:19]([CH3:21])([CH3:20])[CH3:18])=[O:24])=[O:24])([CH3:21])[CH3:20]. The catalyst is C(Cl)Cl.CN(C1C=CN=CC=1)C. The product is [C:7]([C:6]1[C:2]([CH3:1])=[N:3][N:4]([C:23]([O:22][C:19]([CH3:21])([CH3:20])[CH3:18])=[O:24])[CH:5]=1)#[N:8]. The yield is 0.850. (9) The reactants are [CH3:1][O:2][C:3]([C:5]1[N:6]([C:18]([O:20][C:21]([CH3:24])([CH3:23])[CH3:22])=[O:19])[C:7]2[C:12]([CH:13]=1)=[CH:11][C:10]([CH3:14])=[CH:9][C:8]=2[N+:15]([O-:17])=[O:16])=[O:4].[Br:25]N1C(=O)CCC1=O. The catalyst is C(Cl)(Cl)(Cl)Cl.CC(N=NC(C#N)(C)C)(C#N)C. The product is [CH3:1][O:2][C:3]([C:5]1[N:6]([C:18]([O:20][C:21]([CH3:24])([CH3:23])[CH3:22])=[O:19])[C:7]2[C:12]([CH:13]=1)=[CH:11][C:10]([CH2:14][Br:25])=[CH:9][C:8]=2[N+:15]([O-:17])=[O:16])=[O:4]. The yield is 1.00.